Task: Predict the reactants needed to synthesize the given product.. Dataset: Full USPTO retrosynthesis dataset with 1.9M reactions from patents (1976-2016) (1) The reactants are: C([O:3][C:4]([C:6]1[N:10]([CH2:11][C:12]2[CH:17]=[CH:16][CH:15]=[C:14]([Cl:18])[CH:13]=2)[C:9]2[CH:19]=[C:20]([C:22]3[CH:27]=[CH:26][C:25]([C:28]([CH3:31])([CH3:30])[CH3:29])=[CH:24][CH:23]=3)[S:21][C:8]=2[C:7]=1[C:32]1[CH:37]=[CH:36][C:35]([C:38]([CH3:41])([CH3:40])[CH3:39])=[CH:34][CH:33]=1)=[O:5])C.[OH-].[K+].Cl. Given the product [C:28]([C:25]1[CH:26]=[CH:27][C:22]([C:20]2[S:21][C:8]3[C:7]([C:32]4[CH:37]=[CH:36][C:35]([C:38]([CH3:41])([CH3:40])[CH3:39])=[CH:34][CH:33]=4)=[C:6]([C:4]([OH:5])=[O:3])[N:10]([CH2:11][C:12]4[CH:17]=[CH:16][CH:15]=[C:14]([Cl:18])[CH:13]=4)[C:9]=3[CH:19]=2)=[CH:23][CH:24]=1)([CH3:29])([CH3:30])[CH3:31], predict the reactants needed to synthesize it. (2) Given the product [ClH:1].[Cl:1][C:2]1[C:3]([CH3:25])=[CH:4][C:5]2[NH:24][C:27](=[O:29])[N:8]([CH:9]3[CH2:14][CH2:13][N:12]([C@H:15]4[CH2:20][CH2:19][C@H:18]([O:21][CH2:22][CH3:23])[CH2:17][CH2:16]4)[CH2:11][CH2:10]3)[C:6]=2[CH:7]=1, predict the reactants needed to synthesize it. The reactants are: [Cl:1][C:2]1[CH:7]=[C:6]([NH:8][CH:9]2[CH2:14][CH2:13][N:12]([C@H:15]3[CH2:20][CH2:19][C@H:18]([O:21][CH2:22][CH3:23])[CH2:17][CH2:16]3)[CH2:11][CH2:10]2)[C:5]([NH2:24])=[CH:4][C:3]=1[CH3:25].Cl[C:27](Cl)([O:29]C(=O)OC(Cl)(Cl)Cl)Cl.C(N(C(C)C)CC)(C)C. (3) Given the product [ClH:35].[CH3:8][C:9]1[S:10][CH:11]=[C:12]([C:14]([N:16]2[CH2:21][C:20]3([CH2:26][CH2:25][NH:24][CH2:23][CH2:22]3)[O:19][CH2:18][CH2:17]2)=[O:15])[N:13]=1, predict the reactants needed to synthesize it. The reactants are: FC(F)(F)C(O)=O.[CH3:8][C:9]1[S:10][CH:11]=[C:12]([C:14]([N:16]2[CH2:21][C:20]3([CH2:26][CH2:25][N:24](C(OC(C)(C)C)=O)[CH2:23][CH2:22]3)[O:19][CH2:18][CH2:17]2)=[O:15])[N:13]=1.C(Cl)[Cl:35]. (4) Given the product [C:3]([NH:6][C:7]([CH2:33][CH2:32][C:29]1[CH:28]=[CH:27][C:26]([CH2:18][CH2:19][CH2:20][CH2:21][CH2:22][CH2:23][CH2:24][CH3:25])=[CH:31][CH:30]=1)([C:13]([O:15][CH2:16][CH3:17])=[O:14])[C:8]([O:10][CH2:11][CH3:12])=[O:9])(=[O:5])[CH3:4], predict the reactants needed to synthesize it. The reactants are: [H-].[Na+].[C:3]([NH:6][CH:7]([C:13]([O:15][CH2:16][CH3:17])=[O:14])[C:8]([O:10][CH2:11][CH3:12])=[O:9])(=[O:5])[CH3:4].[CH2:18]([C:26]1[CH:31]=[CH:30][C:29]([CH2:32][CH2:33]Br)=[CH:28][CH:27]=1)[CH2:19][CH2:20][CH2:21][CH2:22][CH2:23][CH2:24][CH3:25].OS(O)(=O)=O. (5) Given the product [C:37]([C:1]12[N:7]([C:8]([O:10][C:11]([CH3:14])([CH3:13])[CH3:12])=[O:9])[CH:4]([CH2:3][CH2:2]1)[CH2:5][CH2:6]2)(=[O:44])[C:38]1[CH:43]=[CH:42][N:41]=[CH:40][CH:39]=1, predict the reactants needed to synthesize it. The reactants are: [CH:1]12[N:7]([C:8]([O:10][C:11]([CH3:14])([CH3:13])[CH3:12])=[O:9])[CH:4]([CH2:5][CH2:6]1)[CH2:3][CH2:2]2.CN(CCN(C)C)C.[Li]C(CC)C.C1CCCCC1.CON(C)[C:37](=[O:44])[C:38]1[CH:43]=[CH:42][N:41]=[CH:40][CH:39]=1. (6) Given the product [NH2:1][C:4]1[CH:9]=[CH:8][CH:7]=[C:6]([NH2:10])[C:5]=1[NH:13][CH2:14][CH2:15][CH2:16][CH2:17][CH2:18][OH:19], predict the reactants needed to synthesize it. The reactants are: [N+:1]([C:4]1[CH:9]=[CH:8][CH:7]=[C:6]([N+:10]([O-])=O)[C:5]=1[NH:13][CH2:14][CH2:15][CH2:16][CH2:17][CH2:18][OH:19])([O-])=O. (7) The reactants are: [CH3:1][C:2]1([N:14]2[CH2:19][CH2:18][CH:17]([N:20]3[C:24]4[CH:25]=[CH:26][CH:27]=[CH:28][C:23]=4[NH:22][C:21]3=[O:29])[CH2:16][CH2:15]2)[CH2:6][CH2:5][N:4]([C:7]([O:9]C(C)(C)C)=[O:8])[CH2:3]1.C(Cl)(=O)O[CH2:32][C:33]#[C:34][CH3:35]. Given the product [CH3:1][C:2]1([N:14]2[CH2:19][CH2:18][CH:17]([N:20]3[C:24]4[CH:25]=[CH:26][CH:27]=[CH:28][C:23]=4[NH:22][C:21]3=[O:29])[CH2:16][CH2:15]2)[CH2:6][CH2:5][N:4]([C:7]([O:9][CH2:32][C:33]#[C:34][CH3:35])=[O:8])[CH2:3]1, predict the reactants needed to synthesize it. (8) The reactants are: Br[C:2]1[C:10]2[N:9]3[CH2:11][CH2:12][NH:13][C:14](=[O:15])[C:8]3=[CH:7][C:6]=2[CH:5]=[C:4]([C:16]#[N:17])[CH:3]=1.[CH3:18][O:19][C:20]1[CH:25]=[CH:24][C:23](B(O)O)=[CH:22][CH:21]=1. Given the product [CH3:18][O:19][C:20]1[CH:25]=[CH:24][C:23]([C:2]2[C:10]3[N:9]4[CH2:11][CH2:12][NH:13][C:14](=[O:15])[C:8]4=[CH:7][C:6]=3[CH:5]=[C:4]([C:16]#[N:17])[CH:3]=2)=[CH:22][CH:21]=1, predict the reactants needed to synthesize it.